This data is from Full USPTO retrosynthesis dataset with 1.9M reactions from patents (1976-2016). The task is: Predict the reactants needed to synthesize the given product. (1) The reactants are: Br[C:2]1[CH:7]=[CH:6][C:5]([CH:8]([C:19]2[CH:24]=[CH:23][CH:22]=[CH:21][C:20]=2[CH3:25])[CH2:9][C:10]([C:12]2[CH:17]=[CH:16][N:15]=[C:14]([CH3:18])[CH:13]=2)=[O:11])=[CH:4][CH:3]=1.[CH3:26][O:27][C:28]([C:30]1[CH:35]=[CH:34][C:33](B(O)O)=[CH:32][CH:31]=1)=[O:29].C(=O)([O-])[O-].[Na+].[Na+].[NH4+].[Cl-]. Given the product [CH3:26][O:27][C:28]([C:30]1[CH:35]=[CH:34][C:33]([C:2]2[CH:3]=[CH:4][C:5]([CH:8]([C:19]3[CH:24]=[CH:23][CH:22]=[CH:21][C:20]=3[CH3:25])[CH2:9][C:10]([C:12]3[CH:17]=[CH:16][N:15]=[C:14]([CH3:18])[CH:13]=3)=[O:11])=[CH:6][CH:7]=2)=[CH:32][CH:31]=1)=[O:29], predict the reactants needed to synthesize it. (2) Given the product [F:1][C:2]1[CH:9]=[CH:8][C:7]([F:10])=[CH:6][C:3]=1[C@@H:4]1[N:28]([CH2:21][C:22]2[CH:27]=[CH:26][CH:25]=[CH:24][CH:23]=2)[C:17](=[O:19])[CH2:16][CH2:15][C@H:14]1[N+:11]([O-:13])=[O:12], predict the reactants needed to synthesize it. The reactants are: [F:1][C:2]1[CH:9]=[CH:8][C:7]([F:10])=[CH:6][C:3]=1[CH:4]=O.[N+:11]([CH2:14][CH2:15][CH2:16][C:17]([O:19]C)=O)([O-:13])=[O:12].[CH2:21]([NH2:28])[C:22]1[CH:27]=[CH:26][CH:25]=[CH:24][CH:23]=1.C([O-])(=O)C.[Na+].C(O)(=O)C. (3) Given the product [NH2:14][C:11]1[C:10]2[C:15]([CH2:18][O:19][C:20]3[CH:25]=[C:24]([C:26]4[O:30][N:29]=[C:28]([CH3:31])[N:27]=4)[CH:23]=[CH:22][C:21]=3[CH3:32])=[CH:16][S:17][C:9]=2[C:8]([C:6]([OH:7])=[O:5])=[CH:13][N:12]=1, predict the reactants needed to synthesize it. The reactants are: [OH-].[Na+].C([O:5][C:6]([C:8]1[C:9]2[S:17][CH:16]=[C:15]([CH2:18][O:19][C:20]3[CH:25]=[C:24]([C:26]4[O:30][N:29]=[C:28]([CH3:31])[N:27]=4)[CH:23]=[CH:22][C:21]=3[CH3:32])[C:10]=2[C:11]([NH2:14])=[N:12][CH:13]=1)=[O:7])C. (4) Given the product [Br:9][C:10]1[CH:11]=[CH:12][C:13]([NH:16][C:17](=[O:32])[NH:18][C:19]2[S:23][C:22]3[CH:24]=[C:25]([OH:28])[CH:26]=[CH:27][C:21]=3[C:20]=2[C:29]([NH2:31])=[O:30])=[CH:14][CH:15]=1, predict the reactants needed to synthesize it. The reactants are: C1(=O)C=CC(=O)C=C1.[Br:9][C:10]1[CH:15]=[CH:14][C:13]([NH:16][C:17](=[O:32])[NH:18][C:19]2[S:23][C:22]3[CH2:24][C:25](=[O:28])[CH2:26][CH2:27][C:21]=3[C:20]=2[C:29]([NH2:31])=[O:30])=[CH:12][CH:11]=1. (5) Given the product [CH3:38][O:37][C:34]1[CH:33]=[CH:32][C:31]([CH2:30][N:8]([CH2:7][C:6]2[CH:5]=[CH:4][C:3]([O:2][CH3:1])=[CH:40][CH:39]=2)[C:9]2[N:10]=[CH:11][C:12]([C:15]3[C:16]4[CH2:29][CH2:28][N:27]([C:42]5[CH:58]=[CH:57][C:45]([C:46]([NH:48][CH2:49][CH2:50][C:51]6[CH:52]=[N:53][CH:54]=[CH:55][CH:56]=6)=[O:47])=[CH:44][C:43]=5[CH3:59])[C:17]=4[N:18]=[C:19]([N:21]4[CH2:26][CH2:25][O:24][CH2:23][CH2:22]4)[N:20]=3)=[CH:13][N:14]=2)=[CH:36][CH:35]=1, predict the reactants needed to synthesize it. The reactants are: [CH3:1][O:2][C:3]1[CH:40]=[CH:39][C:6]([CH2:7][N:8]([CH2:30][C:31]2[CH:36]=[CH:35][C:34]([O:37][CH3:38])=[CH:33][CH:32]=2)[C:9]2[N:14]=[CH:13][C:12]([C:15]3[C:16]4[CH2:29][CH2:28][NH:27][C:17]=4[N:18]=[C:19]([N:21]4[CH2:26][CH2:25][O:24][CH2:23][CH2:22]4)[N:20]=3)=[CH:11][N:10]=2)=[CH:5][CH:4]=1.Br[C:42]1[CH:58]=[CH:57][C:45]([C:46]([NH:48][CH2:49][CH2:50][C:51]2[CH:52]=[N:53][CH:54]=[CH:55][CH:56]=2)=[O:47])=[CH:44][C:43]=1[CH3:59]. (6) Given the product [CH3:12][C:13]1[O:17][C:16]([C:18]2[CH:19]=[CH:20][C:21]([CH3:24])=[CH:22][CH:23]=2)=[N:15][C:14]=1[CH2:25][C:26]1[CH:27]=[C:28]([CH:41]=[CH:42][CH:43]=1)[CH2:29][CH:30]([CH2:36][OH:37])[CH2:31][OH:32], predict the reactants needed to synthesize it. The reactants are: O1CCCC1.[H-].[Al+3].[Li+].[H-].[H-].[H-].[CH3:12][C:13]1[O:17][C:16]([C:18]2[CH:23]=[CH:22][C:21]([CH3:24])=[CH:20][CH:19]=2)=[N:15][C:14]=1[CH2:25][C:26]1[CH:27]=[C:28]([CH:41]=[CH:42][CH:43]=1)[CH2:29][CH:30]([C:36](OCC)=[O:37])[C:31](OCC)=[O:32].[OH-].[Na+]. (7) Given the product [CH2:1]([O:3][CH:4]([O:23][CH2:24][CH3:25])[C:5]1[CH:22]=[CH:21][C:8]([CH:9]2[CH:31]([C:30]3[CH:33]=[CH:34][C:27]([F:26])=[CH:28][CH:29]=3)[C:13](=[O:42])[C:12]3[C:16]([C:15]([O:14][CH2:36][CH3:37])=[O:20])=[CH:17][CH:18]=[CH:19][C:11]=3[NH:10]2)=[CH:7][CH:6]=1)[CH3:2], predict the reactants needed to synthesize it. The reactants are: [CH2:1]([O:3][CH:4]([O:23][CH2:24][CH3:25])[C:5]1[CH:22]=[CH:21][C:8](/[CH:9]=[N:10]/[C:11]2[CH:19]=[CH:18][CH:17]=[C:16]3[C:12]=2[CH2:13][O:14][C:15]3=[O:20])=[CH:7][CH:6]=1)[CH3:2].[F:26][C:27]1[CH:34]=[CH:33][C:30]([CH:31]=O)=[CH:29][CH:28]=1.[O-][CH2:36][CH3:37].[Na+].C(OCC)(=[O:42])CC.